Dataset: Experimentally validated miRNA-target interactions with 360,000+ pairs, plus equal number of negative samples. Task: Binary Classification. Given a miRNA mature sequence and a target amino acid sequence, predict their likelihood of interaction. (1) The miRNA is mmu-miR-542-3p with sequence UGUGACAGAUUGAUAACUGAAA. The protein sequence of the target gene is MAFPHRLDAPELPDFSMLKRLARDQLIYLLEQLPGKKDLFIEADLMSPLDRIANVSILKQHEVDKLYKVENKPALSANEQLCFLVRPRIKNMRYIASLVNADKLAGRIRKYKVILSPQKFYACEMVLEEEGVYGDVSCDEWAFSLLPLDVDLLSMELPEFFRDYFLEGDQRWINTVAQALHLLSTLYGPFPNCYGIGRCAKMSYDLWRKLEEEEDSETKGRKPEIGHIFLLDRDVDFVTALCSQVVYEGLVDDTFRIKCGSVDFGPEVTSSDKSLKVLLNAEDKVFSEIRNEHFSNVFGF.... Result: 1 (interaction). (2) The miRNA is hsa-miR-6076 with sequence AGCAUGACAGAGGAGAGGUGG. The protein sequence of the target gene is MATSGANGPGSATASASNPRKFSEKIALQKQRQAEETAAFEEVMMDIGSTRLQAQKLRLAYTRSSHYGGSLPNVNQIGSGLAEFQSPLHSPLDSSRSTRHHGLVERVQRDPRRMVSPLRRYTRHIDSSPYSPAYLSPPPESSWRRTMAWGNFPAEKGQLFRLPSALNRTSSDSALHTSVMNPSPQDTYPGPTPPSILPSRRGGILDGEMDPKVPAIEENLLDDKHLLKPWDAKKLSSSSSRPRSCEVPGINIFPSPDQPANVPVLPPAMNTGGSLPDLTNLHFPPPLPTPLDPEETAYPS.... Result: 0 (no interaction).